From a dataset of KCNQ2 potassium channel screen with 302,405 compounds. Binary Classification. Given a drug SMILES string, predict its activity (active/inactive) in a high-throughput screening assay against a specified biological target. (1) The drug is o1nc(cc1CCC)C(=O)NCc1ccccc1. The result is 0 (inactive). (2) The molecule is S(Cc1c2c([nH]c(=O)c1)cccc2)c1oc(nn1)c1ccccc1. The result is 0 (inactive). (3) The result is 0 (inactive). The molecule is O1C2C3OC4(OC3OC(C2OC21CCCCC2)COC(=O)c1ccccc1)CCCCC4. (4) The drug is S(=O)(=O)(N1CCN(CC1)CC(O)COc1c(C(C)C)cccc1)c1ccc([N+]([O-])=O)cc1. The result is 0 (inactive). (5) The molecule is O1C(C(N2CCCC2)c2c1c([N+]([O-])=O)ccc2C)(C)C. The result is 0 (inactive). (6) The molecule is O(CCn1nc(n(c1=O)c1ccc(OC)cc1)C)c1ccccc1. The result is 0 (inactive).